The task is: Binary Classification. Given a drug SMILES string, predict its activity (active/inactive) in a high-throughput screening assay against a specified biological target.. This data is from HIV replication inhibition screening data with 41,000+ compounds from the AIDS Antiviral Screen. (1) The compound is NC(=O)NC(=O)CCC(NS(=O)(=O)c1ccccc1)C(=O)NC(N)=O. The result is 0 (inactive). (2) The result is 0 (inactive). The compound is CCC1NCC(=O)c2c1[nH]c1ccccc21. (3) The drug is Cc1ccc2[s+]cc3c4ccccc4[nH]c3c2c1.[O-][Cl+3]([O-])([O-])O. The result is 0 (inactive). (4) The compound is O=[N+]([O-])c1ccc2nncc(N3CC3)c2c1. The result is 0 (inactive). (5) The drug is Cc1ccc([N+](=O)[O-])cc1NC(=O)C(CC(=O)c1sc(C(N)=S)nc1C)=NN. The result is 0 (inactive). (6) The compound is Cc1ccc(NC(=O)C(CC(=O)c2sc(Nc3ccccc3Cl)nc2C)=NNc2ccc([N+](=O)[O-])cc2[N+](=O)[O-])c(C)c1. The result is 0 (inactive).